The task is: Predict which catalyst facilitates the given reaction.. This data is from Catalyst prediction with 721,799 reactions and 888 catalyst types from USPTO. Reactant: [F:1][C:2]1[CH:9]=[C:8]([F:10])[CH:7]=[CH:6][C:3]=1[CH:4]=O.[CH3:11][C:12]([CH3:14])=[O:13].[OH-].[Na+]. Product: [F:1][C:2]1[CH:9]=[C:8]([F:10])[CH:7]=[CH:6][C:3]=1/[CH:4]=[CH:11]/[C:12](=[O:13])[CH3:14]. The catalyst class is: 6.